From a dataset of Forward reaction prediction with 1.9M reactions from USPTO patents (1976-2016). Predict the product of the given reaction. (1) Given the reactants [Cl:1][C:2]1[C:10]2[N:6]([C:7]([CH2:14][CH2:15][O:16][CH3:17])=[CH:8][C:9]=2[C:11]([OH:13])=O)[CH:5]=[CH:4][CH:3]=1.[NH2:18][CH2:19][CH2:20][C:21]1([OH:26])[CH2:25][CH2:24][CH2:23][CH2:22]1.Cl.CN(C)CCCN=C=NCC.N1(O)C2C=CC=CC=2N=N1.C(N(C(C)C)C(C)C)C, predict the reaction product. The product is: [Cl:1][C:2]1[C:10]2[N:6]([C:7]([CH2:14][CH2:15][O:16][CH3:17])=[CH:8][C:9]=2[C:11]([NH:18][CH2:19][CH2:20][C:21]2([OH:26])[CH2:25][CH2:24][CH2:23][CH2:22]2)=[O:13])[CH:5]=[CH:4][CH:3]=1. (2) Given the reactants [CH2:1]([C:8]1([N:34]([CH3:36])[CH3:35])[CH2:13][CH2:12][C:11]([CH2:15][CH2:16][CH2:17][C:18]2[C:26]3[C:21](=[CH:22][CH:23]=[CH:24][CH:25]=3)[NH:20][C:19]=2[Si](CC)(CC)CC)([OH:14])[CH2:10][CH2:9]1)[C:2]1[CH:7]=[CH:6][CH:5]=[CH:4][CH:3]=1.O.O.O.[F-].C([N+](CCCC)(CCCC)CCCC)CCC, predict the reaction product. The product is: [NH:20]1[C:21]2[C:26](=[CH:25][CH:24]=[CH:23][CH:22]=2)[C:18]([CH2:17][CH2:16][CH2:15][C:11]2([OH:14])[CH2:12][CH2:13][C:8]([CH2:1][C:2]3[CH:7]=[CH:6][CH:5]=[CH:4][CH:3]=3)([N:34]([CH3:36])[CH3:35])[CH2:9][CH2:10]2)=[CH:19]1. (3) Given the reactants Cl.[C:2]1([CH3:10])[CH:7]=[CH:6][C:5]([NH:8]N)=[CH:4][CH:3]=1.[C:11]1([CH2:17][CH2:18]Br)[CH:16]=[CH:15][CH:14]=[CH:13][CH:12]=1.C(N(CC)CC)C.Cl.[CH3:28][N:29]1[CH2:34][CH2:33][C:32](=O)[CH2:31][CH2:30]1, predict the reaction product. The product is: [CH3:28][N:29]1[CH2:34][CH2:33][C:32]2[N:8]([CH2:18][CH2:17][C:11]3[CH:16]=[CH:15][CH:14]=[CH:13][CH:12]=3)[C:5]3[CH:4]=[CH:3][C:2]([CH3:10])=[CH:7][C:6]=3[C:31]=2[CH2:30]1. (4) The product is: [CH3:1][O:2][C:3]1[CH:4]=[C:5]([CH:14]=[CH:15][C:16]=1[O:17][CH3:18])[C:6]([C:8]1[CH:13]=[CH:12][CH:21]=[CH:19][N:20]=1)=[O:7]. Given the reactants [CH3:1][O:2][C:3]1[CH:4]=[C:5]([CH:14]=[CH:15][C:16]=1[O:17][CH3:18])[C:6]([C:8]1[CH:13]=[CH:12]N=CC=1)=[O:7].[C:19]([C:21]1C=CC=CN=1)#[N:20], predict the reaction product.